From a dataset of Forward reaction prediction with 1.9M reactions from USPTO patents (1976-2016). Predict the product of the given reaction. (1) The product is: [Cl:30][C:31]1[CH:32]=[C:33]([CH2:53][O:54][CH3:55])[C:34]([N+:50]([O-:52])=[O:51])=[C:35]([C:37]([C:40]2[N:45]=[C:44]([O:46][CH3:47])[CH:43]=[C:42]([O:48][CH3:49])[N:41]=2)=[O:10])[CH:36]=1. Given the reactants ClC1C=C(Cl)C=C(C[O:10]C)C=1[N+]([O-])=O.C(CC1N=C(OC)C=C(OC)N=1)#N.[OH-].[Na+].[Cl:30][C:31]1[CH:32]=[C:33]([CH2:53][O:54][CH3:55])[C:34]([N+:50]([O-:52])=[O:51])=[C:35]([CH:37]([C:40]2[N:45]=[C:44]([O:46][CH3:47])[CH:43]=[C:42]([O:48][CH3:49])[N:41]=2)C#N)[CH:36]=1.OO.Cl, predict the reaction product. (2) The product is: [C:9]([C:3]1[CH:4]=[C:5]([Cl:8])[CH:6]=[CH:7][C:2]=1[NH:1][S:25]([C:22]1[CH:21]=[CH:20][C:19]([O:18][CH3:17])=[CH:24][CH:23]=1)(=[O:27])=[O:26])(=[O:10])[C:11]1[CH:12]=[CH:13][CH:14]=[CH:15][CH:16]=1. Given the reactants [NH2:1][C:2]1[CH:7]=[CH:6][C:5]([Cl:8])=[CH:4][C:3]=1[C:9]([C:11]1[CH:16]=[CH:15][CH:14]=[CH:13][CH:12]=1)=[O:10].[CH3:17][O:18][C:19]1[CH:24]=[CH:23][C:22]([S:25](Cl)(=[O:27])=[O:26])=[CH:21][CH:20]=1, predict the reaction product. (3) Given the reactants [NH:1]1[CH2:6][CH2:5][NH:4][CH2:3][C:2]1=[O:7].[C:8]([O:12][C:13]([N:15]1[CH2:18][C:17](=O)[CH2:16]1)=[O:14])([CH3:11])([CH3:10])[CH3:9].C(OC)(OC)OC.C(O[BH-](OC(=O)C)OC(=O)C)(=O)C, predict the reaction product. The product is: [C:8]([O:12][C:13]([N:15]1[CH2:18][CH:17]([N:4]2[CH2:5][CH2:6][NH:1][C:2](=[O:7])[CH2:3]2)[CH2:16]1)=[O:14])([CH3:11])([CH3:9])[CH3:10]. (4) Given the reactants O[CH2:2][C:3]1[CH:8]=[CH:7][C:6](/[CH:9]=[CH:10]/[C:11]([O:13][CH2:14][CH3:15])=[O:12])=[C:5]([CH3:16])[CH:4]=1.C(Br)(Br)(Br)[Br:18].C1(P(C2C=CC=CC=2)C2C=CC=CC=2)C=CC=CC=1.ClCCl.O, predict the reaction product. The product is: [Br:18][CH2:2][C:3]1[CH:8]=[CH:7][C:6](/[CH:9]=[CH:10]/[C:11]([O:13][CH2:14][CH3:15])=[O:12])=[C:5]([CH3:16])[CH:4]=1. (5) The product is: [F:20][C:21]([F:30])([F:31])[C:22]1[CH:29]=[CH:28][C:25]([CH2:26][O:1][C:2]2[CH:3]=[C:4]([CH2:8][C:9]([O:11][CH2:12][CH3:13])=[O:10])[CH:5]=[CH:6][CH:7]=2)=[CH:24][CH:23]=1. Given the reactants [OH:1][C:2]1[CH:3]=[C:4]([CH2:8][C:9]([O:11][CH2:12][CH3:13])=[O:10])[CH:5]=[CH:6][CH:7]=1.C(=O)([O-])[O-].[K+].[K+].[F:20][C:21]([F:31])([F:30])[C:22]1[CH:29]=[CH:28][C:25]([CH2:26]Br)=[CH:24][CH:23]=1, predict the reaction product. (6) Given the reactants [CH2:1]1[O:9][CH:2]1[C:3]1[CH:8]=[CH:7][CH:6]=[CH:5][CH:4]=1.[C:10]1([SH:16])[CH:15]=[CH:14][CH:13]=[CH:12][CH:11]=1.[O-]S(C(F)(F)F)(=O)=O.[Ga+3].[O-]S(C(F)(F)F)(=O)=O.[O-]S(C(F)(F)F)(=O)=O, predict the reaction product. The product is: [C:3]1([CH:2]([S:16][C:10]2[CH:15]=[CH:14][CH:13]=[CH:12][CH:11]=2)[CH2:1][OH:9])[CH:8]=[CH:7][CH:6]=[CH:5][CH:4]=1. (7) Given the reactants Br[C:2]1[CH:7]=[C:6]([CH3:8])[CH:5]=[CH:4][N:3]=1.[C:9](C1C=C(C)C=C(C(C)(C)C)C=1O)(C)(C)[CH3:10].C([Sn](CCCC)(CCCC)C=C)CCC, predict the reaction product. The product is: [CH3:8][C:6]1[CH:5]=[CH:4][N:3]=[C:2]([CH:9]=[CH2:10])[CH:7]=1.